Dataset: Full USPTO retrosynthesis dataset with 1.9M reactions from patents (1976-2016). Task: Predict the reactants needed to synthesize the given product. (1) Given the product [CH3:19][C:18]1[CH:20]=[CH:21][C:15]([S:12]([O:11][CH:8]2[CH2:9][CH2:10][C:5]3([O:4][CH2:3][CH2:2][O:1]3)[CH2:6][CH2:7]2)(=[O:14])=[O:13])=[CH:16][CH:17]=1, predict the reactants needed to synthesize it. The reactants are: [O:1]1[C:5]2([CH2:10][CH2:9][CH:8]([OH:11])[CH2:7][CH2:6]2)[O:4][CH2:3][CH2:2]1.[S:12](Cl)([C:15]1[CH:21]=[CH:20][C:18]([CH3:19])=[CH:17][CH:16]=1)(=[O:14])=[O:13].O. (2) The reactants are: [NH2:1][C:2]1[CH:9]=[CH:8][CH:7]=[CH:6][C:3]=1[CH:4]=[O:5].CCN(CC)CC.[C:17](Cl)(=[O:20])[CH2:18][CH3:19]. Given the product [CH:4]([C:3]1[CH:6]=[CH:7][CH:8]=[CH:9][C:2]=1[NH:1][C:17](=[O:20])[CH2:18][CH3:19])=[O:5], predict the reactants needed to synthesize it. (3) Given the product [Cl:28][C:29]1[CH:34]=[CH:33][C:32]([C:2]2[CH:7]=[CH:6][CH:5]=[C:4]([CH:8]([O:13][C:14]3[CH:19]=[CH:18][C:17]([O:20][CH2:21][C:22]([O:24][CH2:25][CH3:26])=[O:23])=[C:16]([CH3:27])[CH:15]=3)[CH2:9][CH2:10][CH2:11][CH3:12])[CH:3]=2)=[CH:31][CH:30]=1, predict the reactants needed to synthesize it. The reactants are: Br[C:2]1[CH:3]=[C:4]([CH:8]([O:13][C:14]2[CH:19]=[CH:18][C:17]([O:20][CH2:21][C:22]([O:24][CH2:25][CH3:26])=[O:23])=[C:16]([CH3:27])[CH:15]=2)[CH2:9][CH2:10][CH2:11][CH3:12])[CH:5]=[CH:6][CH:7]=1.[Cl:28][C:29]1[CH:34]=[CH:33][C:32](B(O)O)=[CH:31][CH:30]=1. (4) Given the product [F:22][C:23]([F:35])([F:34])[C:4]1[CH:5]=[CH:6][C:7]([S:10]([NH:13][CH:14]2[CH2:15][CH2:16][C:17](=[O:20])[CH2:18][CH2:19]2)(=[O:11])=[O:12])=[CH:8][CH:9]=1, predict the reactants needed to synthesize it. The reactants are: C(O[C:4]1[CH:9]=[CH:8][C:7]([S:10]([NH:13][CH:14]2[CH2:19][CH2:18][C:17](=[O:20])[CH2:16][CH2:15]2)(=[O:12])=[O:11])=[CH:6][C:5]=1C)C.[F:22][C:23]([F:35])([F:34])C1C=CC(S(Cl)(=O)=O)=CC=1. (5) Given the product [CH:1]1([N:4]([CH2:9][C:10]2[CH:11]=[C:12]([CH:46]=[CH:47][CH:48]=2)[C:13]([NH:15][C:16]2[S:17][C:18]3[CH2:45][CH2:44][CH2:43][CH2:42][C:19]=3[C:20]=2[C:21]([NH:23][C:24]2[CH:29]=[CH:28][C:27]([CH2:30][CH2:31][C:32]3[CH:41]=[CH:40][C:35]([C:36]([O:38][CH3:39])=[O:37])=[CH:34][CH:33]=3)=[CH:26][CH:25]=2)=[O:22])=[O:14])[CH2:5][CH2:6][N:7]([CH3:8])[C:55](=[O:57])[CH2:54][O:53][CH2:52][CH2:51][O:50][CH3:49])[CH2:2][CH2:3]1, predict the reactants needed to synthesize it. The reactants are: [CH:1]1([N:4]([CH2:9][C:10]2[CH:11]=[C:12]([CH:46]=[CH:47][CH:48]=2)[C:13]([NH:15][C:16]2[S:17][C:18]3[CH2:45][CH2:44][CH2:43][CH2:42][C:19]=3[C:20]=2[C:21]([NH:23][C:24]2[CH:29]=[CH:28][C:27]([CH2:30][CH2:31][C:32]3[CH:41]=[CH:40][C:35]([C:36]([O:38][CH3:39])=[O:37])=[CH:34][CH:33]=3)=[CH:26][CH:25]=2)=[O:22])=[O:14])[CH2:5][CH2:6][NH:7][CH3:8])[CH2:3][CH2:2]1.[CH3:49][O:50][CH2:51][CH2:52][O:53][CH2:54][C:55]([OH:57])=O.CCN=C=NCCCN(C)C.Cl. (6) Given the product [CH2:34]([N:35]1[C:43]([C:44]2[CH:45]=[CH:46][C:47]([CH3:50])=[CH:48][CH:49]=2)=[C:42]2[C:37]([CH:38]=[CH:39][CH:40]=[CH:41]2)=[N:36]1)[C:33]1[CH:32]=[CH:31][CH:30]=[CH:52][CH:51]=1, predict the reactants needed to synthesize it. The reactants are: CC1C=CC(C2C3C(=CC=CC=3)NN=2)=CC=1.CC[O-].[Na+].C(Cl)C1C=CC=CC=1.Cl[C:30]1[CH:52]=[CH:51][C:33]([CH2:34][N:35]2[C:43]([C:44]3[CH:49]=[CH:48][C:47]([CH3:50])=[CH:46][CH:45]=3)=[C:42]3[C:37]([CH:38]=[CH:39][CH:40]=[CH:41]3)=[N:36]2)=[CH:32][CH:31]=1. (7) Given the product [F:1][C:2]1[CH:21]=[CH:20][C:5]2[C:6]([C:9]3[CH:10]=[CH:11][C:12]([O:15][CH2:16][CH:17]([OH:18])[CH2:19][NH:31][C@@H:24]4[C:25]5[C:30](=[CH:29][CH:28]=[CH:27][CH:26]=5)[CH2:22][CH:23]4[OH:32])=[CH:13][CH:14]=3)=[N:7][O:8][C:4]=2[CH:3]=1, predict the reactants needed to synthesize it. The reactants are: [F:1][C:2]1[CH:21]=[CH:20][C:5]2[C:6]([C:9]3[CH:14]=[CH:13][C:12]([O:15][CH2:16][C@H:17]4[CH2:19][O:18]4)=[CH:11][CH:10]=3)=[N:7][O:8][C:4]=2[CH:3]=1.[CH2:22]1[C:30]2[C:25](=[CH:26][CH:27]=[CH:28][CH:29]=2)[C@H:24]([NH2:31])[C@@H:23]1[OH:32].